This data is from Catalyst prediction with 721,799 reactions and 888 catalyst types from USPTO. The task is: Predict which catalyst facilitates the given reaction. (1) Reactant: N(C(N1CCCCC1)=O)=N[C:3](N1CCCCC1)=[O:4].[Cl:19][C:20]1[CH:39]=[CH:38][C:23]([NH:24][C:25]2[C:34]3[C:29](=[CH:30][C:31]([OH:37])=[C:32](OC)[CH:33]=3)[N:28]=[CH:27][N:26]=2)=[C:22]([F:40])[CH:21]=1.[CH:41]1([O:46][CH2:47][CH2:48]O)[CH2:45][CH2:44][CH2:43][CH2:42]1.C(P(CCCC)CCCC)CCC. Product: [ClH:19].[Cl:19][C:20]1[CH:39]=[CH:38][C:23]([NH:24][C:25]2([O:4][CH3:3])[C:34]3[C:29](=[CH:30][C:31]([O:37][CH2:48][CH2:47][O:46][CH:41]4[CH2:42][CH2:43][CH2:44][CH2:45]4)=[CH:32][CH:33]=3)[N:28]=[CH:27][NH:26]2)=[C:22]([F:40])[CH:21]=1. The catalyst class is: 158. (2) The catalyst class is: 1. Reactant: [C:1]([OH:5])([CH3:4])([CH3:3])[CH3:2].[Cl:6][S:7]([CH2:10][C:11](Cl)=[O:12])(=[O:9])=[O:8]. Product: [C:1]([O:5][C:11](=[O:12])[CH2:10][S:7]([Cl:6])(=[O:9])=[O:8])([CH3:4])([CH3:3])[CH3:2]. (3) Reactant: FC(F)(F)S(O/[C:7](/[C:10]1[CH:11]=[N:12][C:13]([F:16])=[CH:14][CH:15]=1)=[CH:8]\[CH3:9])(=O)=O.[F:19][C:20]1[CH:21]=[N:22][CH:23]=[C:24]([C:43]=1[CH3:44])[C:25]([NH:27][C:28]1[CH:33]=[CH:32][C:31](B2OC(C)(C)C(C)(C)O2)=[CH:30][N:29]=1)=[O:26].C(=O)([O-])[O-].[K+].[K+]. Product: [F:19][C:20]1[CH:21]=[N:22][CH:23]=[C:24]([C:43]=1[CH3:44])[C:25]([NH:27][C:28]1[CH:33]=[CH:32][C:31](/[C:7](/[C:10]2[CH:11]=[N:12][C:13]([F:16])=[CH:14][CH:15]=2)=[CH:8]\[CH3:9])=[CH:30][N:29]=1)=[O:26]. The catalyst class is: 1. (4) The catalyst class is: 48. Product: [CH2:1]([O:3][C:4](=[O:31])/[C:5](=[CH:36]/[C:35]1[CH:34]=[C:33]([Cl:32])[CH:40]=[C:39]([Cl:41])[CH:38]=1)/[CH2:6][C:7]([O:9][CH2:10][CH3:11])=[O:8])[CH3:2]. Reactant: [CH2:1]([O:3][C:4](=[O:31])[C:5](=P(C1C=CC=CC=1)(C1C=CC=CC=1)C1C=CC=CC=1)[CH2:6][C:7]([O:9][CH2:10][CH3:11])=[O:8])[CH3:2].[Cl:32][C:33]1[CH:34]=[C:35]([CH:38]=[C:39]([Cl:41])[CH:40]=1)[CH:36]=O.C([O-])(O)=O.[Na+]. (5) Reactant: [N+:1]([C:4]1[CH:9]=[CH:8][C:7]([C:10]2[NH:31][C:13]3[CH:14]=[N:15][C:16]([NH:18][C:19]([C:21]45[CH2:30][CH:25]6[CH2:26][CH:27]([CH2:29][CH:23]([CH2:24]6)[CH2:22]4)[CH2:28]5)=[O:20])=[CH:17][C:12]=3[N:11]=2)=[CH:6][CH:5]=1)([O-])=O. Product: [NH2:1][C:4]1[CH:5]=[CH:6][C:7]([C:10]2[NH:31][C:13]3[CH:14]=[N:15][C:16]([NH:18][C:19]([C:21]45[CH2:22][CH:23]6[CH2:29][CH:27]([CH2:26][CH:25]([CH2:24]6)[CH2:30]4)[CH2:28]5)=[O:20])=[CH:17][C:12]=3[N:11]=2)=[CH:8][CH:9]=1. The catalyst class is: 592.